From a dataset of Catalyst prediction with 721,799 reactions and 888 catalyst types from USPTO. Predict which catalyst facilitates the given reaction. (1) Reactant: [CH2:1]([NH:8][C:9]1[CH:14]=[CH:13][CH:12]=[C:11]([Br:15])[CH:10]=1)[C:2]1[CH:7]=[CH:6][CH:5]=[CH:4][CH:3]=1.[C:16]1([S:22](Cl)(=[O:24])=[O:23])[CH:21]=[CH:20][CH:19]=[CH:18][CH:17]=1.N1C=CC=CC=1. Product: [CH2:1]([N:8]([C:9]1[CH:14]=[CH:13][CH:12]=[C:11]([Br:15])[CH:10]=1)[S:22]([C:16]1[CH:21]=[CH:20][CH:19]=[CH:18][CH:17]=1)(=[O:24])=[O:23])[C:2]1[CH:3]=[CH:4][CH:5]=[CH:6][CH:7]=1. The catalyst class is: 4. (2) Reactant: [CH:1]([NH:4][C:5]([C:7]1[C:8]([NH:17][C:18]([C:20]2[N:21]([C:29]3[C:34]([Cl:35])=[CH:33][CH:32]=[CH:31][N:30]=3)[N:22]=[C:23]([C:25]([F:28])([F:27])[F:26])[CH:24]=2)=[O:19])=[C:9]([Cl:16])[CH:10]=[C:11]2[C:15]=1[NH:14][N:13]=[CH:12]2)=[O:6])([CH3:3])[CH3:2].[OH-].[K+].CC([O-])(C)C.[K+].Cl[CH2:45][O:46][CH3:47]. Product: [CH:1]([NH:4][C:5]([C:7]1[C:8]([NH:17][C:18]([C:20]2[N:21]([C:29]3[C:34]([Cl:35])=[CH:33][CH:32]=[CH:31][N:30]=3)[N:22]=[C:23]([C:25]([F:28])([F:26])[F:27])[CH:24]=2)=[O:19])=[C:9]([Cl:16])[CH:10]=[C:11]2[C:15]=1[N:14]([CH2:45][O:46][CH3:47])[N:13]=[CH:12]2)=[O:6])([CH3:3])[CH3:2]. The catalyst class is: 249.